From a dataset of Merck oncology drug combination screen with 23,052 pairs across 39 cell lines. Regression. Given two drug SMILES strings and cell line genomic features, predict the synergy score measuring deviation from expected non-interaction effect. (1) Drug 1: CC(C)CC(NC(=O)C(Cc1ccccc1)NC(=O)c1cnccn1)B(O)O. Drug 2: COC1CC2CCC(C)C(O)(O2)C(=O)C(=O)N2CCCCC2C(=O)OC(C(C)CC2CCC(OP(C)(C)=O)C(OC)C2)CC(=O)C(C)C=C(C)C(O)C(OC)C(=O)C(C)CC(C)C=CC=CC=C1C. Cell line: COLO320DM. Synergy scores: synergy=-17.3. (2) Cell line: LOVO. Synergy scores: synergy=-2.63. Drug 2: CCc1cnn2c(NCc3ccc[n+]([O-])c3)cc(N3CCCCC3CCO)nc12. Drug 1: O=C(NOCC(O)CO)c1ccc(F)c(F)c1Nc1ccc(I)cc1F. (3) Drug 1: C=CCn1c(=O)c2cnc(Nc3ccc(N4CCN(C)CC4)cc3)nc2n1-c1cccc(C(C)(C)O)n1. Drug 2: CCc1c2c(nc3ccc(O)cc13)-c1cc3c(c(=O)n1C2)COC(=O)C3(O)CC. Cell line: HCT116. Synergy scores: synergy=0.730.